Dataset: Forward reaction prediction with 1.9M reactions from USPTO patents (1976-2016). Task: Predict the product of the given reaction. Given the reactants C([Si]([O:8][CH2:9][CH2:10][C@H:11]1[C@H:15]([C:16]2[CH:21]=[CH:20][CH:19]=[CH:18][C:17]=2[Cl:22])[O:14][C:13]([CH3:24])([CH3:23])[O:12]1)(C)C)(C)(C)C.C([Si](OCC[C@@H]1[C@@H](C2C=CC=CC=2Cl)OC(C)(C)O1)(C)C)(C)(C)C, predict the reaction product. The product is: [Cl:22][C:17]1[CH:18]=[CH:19][CH:20]=[CH:21][C:16]=1[C@@H:15]1[O:14][C:13]([CH3:23])([CH3:24])[O:12][C@H:11]1[CH2:10][CH2:9][OH:8].